Dataset: Full USPTO retrosynthesis dataset with 1.9M reactions from patents (1976-2016). Task: Predict the reactants needed to synthesize the given product. (1) Given the product [Cl:23][C:24]1[C:25]2[S:32][C:31]([CH3:33])=[CH:30][C:26]=2[N:27]=[CH:28][N:29]=1.[CH3:33][C:31]1[S:32][C:25]2[C:24]([O:1][C:2]3[CH:3]=[C:4]4[C:9](=[CH:10][CH:11]=3)[C:8]([C:12]([NH:14][CH2:15][CH2:16][N:17]3[CH2:18][CH2:19][O:20][CH2:21][CH2:22]3)=[O:13])=[CH:7][CH:6]=[CH:5]4)=[N:29][CH:28]=[N:27][C:26]=2[CH:30]=1, predict the reactants needed to synthesize it. The reactants are: [OH:1][C:2]1[CH:3]=[C:4]2[C:9](=[CH:10][CH:11]=1)[C:8]([C:12]([NH:14][CH2:15][CH2:16][N:17]1[CH2:22][CH2:21][O:20][CH2:19][CH2:18]1)=[O:13])=[CH:7][CH:6]=[CH:5]2.[Cl:23][C:24]1[C:25]2[S:32][C:31]([CH3:33])=[CH:30][C:26]=2[N:27]=[CH:28][N:29]=1.C([O-])([O-])=O.[Cs+].[Cs+]. (2) Given the product [CH3:30][O:31][C:32]1[CH:33]=[C:34]([NH:35][C:2]2[CH:3]=[C:4]([N:11]([CH:12]3[CH2:14][CH2:13]3)[C:23](=[O:24])[O:25][C:26]([CH3:27])([CH3:28])[CH3:29])[C:5]3[N:6]([CH:8]=[CH:9][N:10]=3)[N:7]=2)[CH:36]=[CH:37][C:38]=1[O:39][CH3:40], predict the reactants needed to synthesize it. The reactants are: Cl[C:2]1[CH:3]=[C:4]([NH:11][CH:12]2[CH2:14][CH2:13]2)[C:5]2[N:6]([CH:8]=[CH:9][N:10]=2)[N:7]=1.[C:23](O[C:23]([O:25][C:26]([CH3:29])([CH3:28])[CH3:27])=[O:24])([O:25][C:26]([CH3:29])([CH3:28])[CH3:27])=[O:24].[CH3:30][O:31][C:32]1[CH:33]=[C:34]([CH:36]=[CH:37][C:38]=1[O:39][CH3:40])[NH2:35].CC1(C)C2C(=C(P(C3C=CC=CC=3)C3C=CC=CC=3)C=CC=2)OC2C(P(C3C=CC=CC=3)C3C=CC=CC=3)=CC=CC1=2.C(=O)([O-])[O-].[K+].[K+]. (3) Given the product [CH:12]([N:15]1[CH2:20][CH2:19][N:18]([C:2]2[CH:3]=[CH:4][C:5]([N+:9]([O-:11])=[O:10])=[C:6]([NH2:7])[CH:8]=2)[CH2:17][CH2:16]1)([CH3:14])[CH3:13], predict the reactants needed to synthesize it. The reactants are: Cl[C:2]1[CH:3]=[CH:4][C:5]([N+:9]([O-:11])=[O:10])=[C:6]([CH:8]=1)[NH2:7].[CH:12]([N:15]1[CH2:20][CH2:19][NH:18][CH2:17][CH2:16]1)([CH3:14])[CH3:13].C(=O)([O-])[O-].[K+].[K+].O. (4) The reactants are: Br[C:2]1[CH:3]=[CH:4][C:5]([NH:8][C:9](=[O:20])[C:10]2[CH:15]=[CH:14][C:13]([S:16]([CH3:19])(=[O:18])=[O:17])=[CH:12][CH:11]=2)=[N:6][CH:7]=1.CC1(C)C(C)(C)OB([C:29]2[CH2:30][CH2:31][N:32]([C:35]([O:37][C:38]([CH3:41])([CH3:40])[CH3:39])=[O:36])[CH2:33][CH:34]=2)O1.C(=O)([O-])[O-].[Cs+].[Cs+]. Given the product [CH3:19][S:16]([C:13]1[CH:14]=[CH:15][C:10]([C:9]([NH:8][C:5]2[CH:4]=[CH:3][C:2]([C:29]3[CH2:34][CH2:33][N:32]([C:35]([O:37][C:38]([CH3:41])([CH3:40])[CH3:39])=[O:36])[CH2:31][CH:30]=3)=[CH:7][N:6]=2)=[O:20])=[CH:11][CH:12]=1)(=[O:18])=[O:17], predict the reactants needed to synthesize it. (5) Given the product [C:1]([N:19]1[CH2:18][CH2:17][N:16]([C:15]2[CH:14]=[CH:13][C:12]([C:22]3[CH:23]=[C:24]([O:31][C@@H:32]([C@H:34]4[CH2:38][NH:37][C:36](=[O:39])[CH2:35]4)[CH3:33])[C:25]4[S:29][CH:28]=[N:27][C:26]=4[CH:30]=3)=[CH:11][C:10]=2[O:9][CH3:8])[CH2:21][CH2:20]1)(=[O:2])[CH3:3], predict the reactants needed to synthesize it. The reactants are: [C:1](O)([C:3](F)(F)F)=[O:2].[CH3:8][O:9][C:10]1[CH:11]=[C:12]([C:22]2[CH:23]=[C:24]([O:31][C@@H:32]([C@H:34]3[CH2:38][NH:37][C:36](=[O:39])[CH2:35]3)[CH3:33])[C:25]3[S:29][CH:28]=[N:27][C:26]=3[CH:30]=2)[CH:13]=[CH:14][C:15]=1[N:16]1[CH2:21][CH2:20][NH:19][CH2:18][CH2:17]1.CCN(CC)CC.C(OC(=O)C)(=O)C. (6) Given the product [F:35][C:18]1[N:17]2[C:12]([CH:11]([O:36][C:37]3[CH:38]=[N:39][CH:40]=[C:41]([F:43])[CH:42]=3)[CH2:10][CH2:9][OH:8])=[N:14][N:15]=[C:16]2[CH:21]=[C:20]([C:22]2[CH:27]=[CH:26][N:25]=[C:24]([NH:28][C:29]3[N:30]([CH3:34])[N:31]=[CH:32][CH:33]=3)[N:23]=2)[CH:19]=1, predict the reactants needed to synthesize it. The reactants are: [Si]([O:8][CH2:9][CH2:10][CH:11]([O:36][C:37]1[CH:38]=[N:39][CH:40]=[C:41]([F:43])[CH:42]=1)[C:12]([NH:14][NH:15][C:16]1[CH:21]=[C:20]([C:22]2[CH:27]=[CH:26][N:25]=[C:24]([NH:28][C:29]3[N:30]([CH3:34])[N:31]=[CH:32][CH:33]=3)[N:23]=2)[CH:19]=[C:18]([F:35])[N:17]=1)=O)(C(C)(C)C)(C)C.C1C=CC(P(C2C=CC=CC=2)C2C=CC=CC=2)=CC=1.BrBr.CCN(C(C)C)C(C)C.